This data is from Full USPTO retrosynthesis dataset with 1.9M reactions from patents (1976-2016). The task is: Predict the reactants needed to synthesize the given product. (1) Given the product [Cl:1][C:2]1[CH:7]=[CH:6][C:5]([Cl:8])=[CH:4][C:3]=1[C:9]1[C:10]2[C:41](=[O:42])[CH2:40][CH2:39][C:11]=2[N:12]([CH2:16][C:17]([NH:19][C:20]2[CH:21]=[CH:22][C:23]([C:26]3[NH:30][NH:29][C:28](=[O:38])[CH:27]=3)=[CH:24][CH:25]=2)=[O:18])[C:13](=[O:15])[CH:14]=1, predict the reactants needed to synthesize it. The reactants are: [Cl:1][C:2]1[CH:7]=[CH:6][C:5]([Cl:8])=[CH:4][C:3]=1[C:9]1[C:10]2[C:41](=[O:42])[CH2:40][CH2:39][C:11]=2[N:12]([CH2:16][C:17]([NH:19][C:20]2[CH:25]=[CH:24][C:23]([C:26]3[N:30](C(OC(C)(C)C)=O)[NH:29][C:28](=[O:38])[CH:27]=3)=[CH:22][CH:21]=2)=[O:18])[C:13](=[O:15])[CH:14]=1.C(O)(C(F)(F)F)=O. (2) Given the product [CH2:16]([O:18][P:19]([CH2:2][CH2:3][CH2:4][CH2:5][CH2:6][O:7][CH2:8][CH:9]1[CH2:14][CH:13]2[CH2:15][CH:10]1[CH:11]=[CH:12]2)(=[O:23])[O:20][CH2:21][CH3:22])[CH3:17], predict the reactants needed to synthesize it. The reactants are: Br[CH2:2][CH2:3][CH2:4][CH2:5][CH2:6][O:7][CH2:8][CH:9]1[CH2:14][CH:13]2[CH2:15][CH:10]1[CH:11]=[CH:12]2.[CH2:16]([O:18][P:19]([O:23]CC)[O:20][CH2:21][CH3:22])[CH3:17]. (3) The reactants are: [CH2:1]([C:3]1[N:12]=[C:11]([CH2:13][CH3:14])[CH:10]=[C:9]2[C:4]=1[CH:5]=[CH:6][C:7](=[O:15])[NH:8]2)[CH3:2].[Br:16][C:17]1[CH:28]=[CH:27][C:20]([CH2:21]OS(C)(=O)=O)=[CH:19][C:18]=1[CH3:29].O. Given the product [Br:16][C:17]1[CH:28]=[CH:27][C:20]([CH2:21][N:8]2[C:9]3[C:4](=[C:3]([CH2:1][CH3:2])[N:12]=[C:11]([CH2:13][CH3:14])[CH:10]=3)[CH:5]=[CH:6][C:7]2=[O:15])=[CH:19][C:18]=1[CH3:29], predict the reactants needed to synthesize it.